From a dataset of Catalyst prediction with 721,799 reactions and 888 catalyst types from USPTO. Predict which catalyst facilitates the given reaction. (1) Reactant: O[CH:2]1[CH2:5][C:4]2([CH2:10][CH2:9][N:8]([C:11]([O:13][C:14]([CH3:17])([CH3:16])[CH3:15])=[O:12])[CH2:7][CH2:6]2)[CH2:3]1.CCN(S(F)(F)[F:24])CC. Product: [F:24][CH:2]1[CH2:5][C:4]2([CH2:10][CH2:9][N:8]([C:11]([O:13][C:14]([CH3:17])([CH3:16])[CH3:15])=[O:12])[CH2:7][CH2:6]2)[CH2:3]1. The catalyst class is: 2. (2) Reactant: [H-].[Na+].[Br:3][C:4]1[CH:5]=[C:6]2[C:11](=[CH:12][CH:13]=1)[CH:10]=[C:9]([OH:14])[CH:8]=[CH:7]2.Br[CH2:16][O:17][CH3:18].[OH-].[Na+]. Product: [Br:3][C:4]1[CH:13]=[CH:12][C:11]2[C:6](=[CH:7][CH:8]=[C:9]([O:14][CH2:16][O:17][CH3:18])[CH:10]=2)[CH:5]=1. The catalyst class is: 9. (3) Reactant: [C:1]([O:5][C:6](=[O:21])[NH:7][C:8]1[C:9]([C:13]2[CH:18]=[CH:17][C:16]([C:19]#N)=[CH:15][CH:14]=2)=[N:10][O:11][CH:12]=1)([CH3:4])([CH3:3])[CH3:2].CC(C[AlH]CC(C)C)C.[C@H](O)(C([O-])=O)[C@@H](O)C([O-])=[O:34].[Na+].[K+]. Product: [C:1]([O:5][C:6](=[O:21])[NH:7][C:8]1[C:9]([C:13]2[CH:18]=[CH:17][C:16]([CH:19]=[O:34])=[CH:15][CH:14]=2)=[N:10][O:11][CH:12]=1)([CH3:4])([CH3:3])[CH3:2]. The catalyst class is: 11. (4) Reactant: [F:1][C:2]1[CH:7]=[CH:6][C:5]([C:8]2[C:20]([C:21]3[CH:26]=[CH:25][N:24]=[C:23]([N:27]4[CH2:31][CH2:30][CH2:29][CH2:28]4)[N:22]=3)=[C:11]3[CH:12]=[CH:13][C:14]([C:16]([F:19])([F:18])[F:17])=[CH:15][N:10]3[N:9]=2)=[CH:4][CH:3]=1.C([Li])CCC.C(Cl)(Cl)(Cl)[Cl:38]. Product: [Cl:38][C:15]1[N:10]2[N:9]=[C:8]([C:5]3[CH:4]=[CH:3][C:2]([F:1])=[CH:7][CH:6]=3)[C:20]([C:21]3[CH:26]=[CH:25][N:24]=[C:23]([N:27]4[CH2:28][CH2:29][CH2:30][CH2:31]4)[N:22]=3)=[C:11]2[CH:12]=[CH:13][C:14]=1[C:16]([F:19])([F:17])[F:18]. The catalyst class is: 7.